Predict the reaction yield, written as a fraction of the theoretical maximum amount of product (1.0 means a 100% yield; for example, 0.34 means a 34% yield). From a dataset of Reaction yield outcomes from USPTO patents with 853,638 reactions. (1) The reactants are [NH2:1][C:2]1[CH:7]=[CH:6][C:5]([C:8]2[CH:16]=[C:15]3[C:11]([CH2:12][N:13]([C@@H:18]([CH:23]([CH3:25])C)[C:19]([O:21][CH3:22])=[O:20])[C:14]3=[O:17])=[CH:10][CH:9]=2)=[CH:4][CH:3]=1.[N+](C1C=CC(C2C=C3C(CN(C4(C(OC)=O)CC4)C3=O)=CC=2)=CC=1)([O-])=O. No catalyst specified. The product is [NH2:1][C:2]1[CH:7]=[CH:6][C:5]([C:8]2[CH:16]=[C:15]3[C:11]([CH2:12][N:13]([C:18]4([C:19]([O:21][CH3:22])=[O:20])[CH2:25][CH2:23]4)[C:14]3=[O:17])=[CH:10][CH:9]=2)=[CH:4][CH:3]=1. The yield is 0.610. (2) The reactants are C(O[C:9]([NH:11][C:12]1[CH:20]=[C:19]2[C:15]([C:16]3[C:24]([C:25]4[CH:30]=[CH:29][CH:28]=[CH:27][C:26]=4[F:31])=[CH:23][N:22]=[C:21]([C:32]([OH:34])=O)[C:17]=3[NH:18]2)=[CH:14][CH:13]=1)=[O:10])C1C=CC=CC=1.[Cl-].[NH4+].C([NH:40]C(C)C)(C)C.F[P-](F)(F)(F)(F)F.[N:51]1(O[P+](N(C)C)(N(C)C)N(C)C)[C:55]2C=[CH:57][CH:58]=[CH:59][C:54]=2N=N1.CN1CCOCC1. The catalyst is CN(C=O)C.O. The product is [F:31][C:26]1[CH:27]=[CH:28][CH:29]=[CH:30][C:25]=1[C:24]1[C:16]2[C:15]3[C:19](=[CH:20][C:12]([NH:11][C:9](=[O:10])[C:59]4[CH:58]=[CH:57][N:51]=[CH:55][CH:54]=4)=[CH:13][CH:14]=3)[NH:18][C:17]=2[C:21]([C:32]([NH2:40])=[O:34])=[N:22][CH:23]=1. The yield is 0.900. (3) The reactants are [CH2:1]([O:8][C:9]([NH:11][C@H:12]([C:16]([OH:18])=[O:17])[CH:13]([CH3:15])[CH3:14])=[O:10])[C:2]1[CH:7]=[CH:6][CH:5]=[CH:4][CH:3]=1.[CH2:19]=O. The catalyst is C1(C)C=CC=CC=1.O.C1(C)C=CC(S(O)(=O)=O)=CC=1. The product is [CH2:1]([O:8][C:9]([N:11]1[C@@H:12]([CH:13]([CH3:15])[CH3:14])[C:16](=[O:18])[O:17][CH2:19]1)=[O:10])[C:2]1[CH:3]=[CH:4][CH:5]=[CH:6][CH:7]=1. The yield is 0.900. (4) The reactants are [Si]([O:18][CH:19]1[CH2:22][N:21]([C:23]2[S:24][CH:25]=[C:26]([C:28]([N:30]3[CH2:35][CH2:34][S:33][CH2:32][CH2:31]3)=[O:29])[N:27]=2)[CH2:20]1)(C(C)(C)C)(C1C=CC=CC=1)C1C=CC=CC=1.[F-].C([N+](CCCC)(CCCC)CCCC)CCC. The catalyst is O1CCCC1. The product is [S:33]1[CH2:34][CH2:35][N:30]([C:28]([C:26]2[N:27]=[C:23]([N:21]3[CH2:22][CH:19]([OH:18])[CH2:20]3)[S:24][CH:25]=2)=[O:29])[CH2:31][CH2:32]1. The yield is 1.00. (5) The reactants are [OH:1][CH:2]1[CH2:7][CH2:6][N:5]([C:8]([O:10][C:11]([CH3:14])([CH3:13])[CH3:12])=[O:9])[CH2:4][CH2:3]1.C(N(CC)CC)C.[CH3:22][S:23](Cl)(=[O:25])=[O:24]. The catalyst is C(Cl)Cl.CN(C)C1C=CN=CC=1. The product is [CH3:22][S:23]([O:1][CH:2]1[CH2:3][CH2:4][N:5]([C:8]([O:10][C:11]([CH3:14])([CH3:13])[CH3:12])=[O:9])[CH2:6][CH2:7]1)(=[O:25])=[O:24]. The yield is 1.00.